Dataset: Forward reaction prediction with 1.9M reactions from USPTO patents (1976-2016). Task: Predict the product of the given reaction. (1) Given the reactants Cl.[N:2]12[CH2:11][CH:6]3[CH2:7][CH:8]([CH2:10][CH:4]([C@H:5]3[NH2:12])[CH2:3]1)[CH2:9]2.CC(OC([NH:20][C:21]1[S:25][C:24]2[CH:26]=[C:27]([C:30](O)=[O:31])[CH:28]=[CH:29][C:23]=2[N:22]=1)=O)(C)C.ClCCl.[F:36][C:37]([F:42])([F:41])[C:38]([OH:40])=[O:39], predict the reaction product. The product is: [F:36][C:37]([F:42])([F:41])[C:38]([OH:40])=[O:39].[F:36][C:37]([F:42])([F:41])[C:38]([OH:40])=[O:39].[N:2]12[CH2:11][CH:6]3[CH2:7][CH:8]([CH2:10][CH:4]([C@H:5]3[NH:12][C:30]([C:27]3[CH:28]=[CH:29][C:23]4[N:22]=[C:21]([NH2:20])[S:25][C:24]=4[CH:26]=3)=[O:31])[CH2:3]1)[CH2:9]2. (2) Given the reactants COCCOC.[Cl:7][C:8]1[CH:9]=[C:10]([C:15]([C:29]([F:32])([F:31])[F:30])=[CH:16][C:17]([C:19]2[CH:27]=[CH:26][C:22]([C:23]([OH:25])=[O:24])=[C:21]([CH3:28])[CH:20]=2)=O)[CH:11]=[C:12]([Cl:14])[CH:13]=1.C1(C)C=CC=CC=1.[OH2:40].S(O)(O)(=O)=O.[NH2:46]O, predict the reaction product. The product is: [Cl:7][C:8]1[CH:9]=[C:10]([C:15]2([C:29]([F:32])([F:31])[F:30])[O:40][N:46]=[C:17]([C:19]3[CH:27]=[CH:26][C:22]([C:23]([OH:25])=[O:24])=[C:21]([CH3:28])[CH:20]=3)[CH2:16]2)[CH:11]=[C:12]([Cl:14])[CH:13]=1. (3) Given the reactants [CH:1]([C@H:14]1[CH2:20][C@H:19]2[C@H:17]([O:18]2)[CH2:16][O:15]1)([C:8]1[CH:13]=[CH:12][CH:11]=[CH:10][CH:9]=1)[C:2]1[CH:7]=[CH:6][CH:5]=[CH:4][CH:3]=1.[CH2:21]([NH2:28])[C:22]1[CH:27]=[CH:26][CH:25]=[CH:24][CH:23]=1.CO, predict the reaction product. The product is: [CH:1]([C@H:14]1[CH2:20][C@H:19]([OH:18])[C@@H:17]([NH:28][CH2:21][C:22]2[CH:27]=[CH:26][CH:25]=[CH:24][CH:23]=2)[CH2:16][O:15]1)([C:8]1[CH:13]=[CH:12][CH:11]=[CH:10][CH:9]=1)[C:2]1[CH:3]=[CH:4][CH:5]=[CH:6][CH:7]=1. (4) Given the reactants [CH:1]([C:3]1[CH:8]=[CH:7][C:6]([C:9]2[CH:14]=[CH:13][C:12]([C:15]3[S:16][CH:17]=[CH:18][C:19]=3[NH:20][S:21]([CH:24]([CH3:26])[CH3:25])(=[O:23])=[O:22])=[CH:11][CH:10]=2)=[CH:5][CH:4]=1)=O.[CH3:27][NH2:28].C1COCC1.[BH-](OC(C)=O)(OC(C)=O)OC(C)=O.[Na+], predict the reaction product. The product is: [CH3:27][NH:28][CH2:1][C:3]1[CH:8]=[CH:7][C:6]([C:9]2[CH:14]=[CH:13][C:12]([C:15]3[S:16][CH:17]=[CH:18][C:19]=3[NH:20][S:21]([CH:24]([CH3:26])[CH3:25])(=[O:23])=[O:22])=[CH:11][CH:10]=2)=[CH:5][CH:4]=1. (5) Given the reactants [C:1]([C:3](=[C:7](SC)SC)[C:4]([NH2:6])=[O:5])#[N:2].[N+:12]([C:15]1[CH:21]=[CH:20][C:18]([NH2:19])=[CH:17][CH:16]=1)([O-:14])=[O:13].O.[NH2:23][NH2:24], predict the reaction product. The product is: [NH2:2][C:1]1[NH:24][N:23]=[C:7]([NH:19][C:18]2[CH:20]=[CH:21][C:15]([N+:12]([O-:14])=[O:13])=[CH:16][CH:17]=2)[C:3]=1[C:4]([NH2:6])=[O:5]. (6) Given the reactants [Cl:1][CH2:2][C:3]([N:5]1[C:13]2[C:8](=[CH:9][CH:10]=[CH:11][CH:12]=2)[CH2:7][CH2:6]1)=[O:4].[C:14]1([P:20]([C:27]2[CH:32]=[CH:31][CH:30]=[CH:29][CH:28]=2)[C:21]2[CH:26]=[CH:25][CH:24]=[CH:23][CH:22]=2)[CH:19]=[CH:18][CH:17]=[CH:16][CH:15]=1, predict the reaction product. The product is: [Cl-:1].[N:5]1([C:3](=[O:4])[CH2:2][P+:20]([C:21]2[CH:22]=[CH:23][CH:24]=[CH:25][CH:26]=2)([C:27]2[CH:32]=[CH:31][CH:30]=[CH:29][CH:28]=2)[C:14]2[CH:15]=[CH:16][CH:17]=[CH:18][CH:19]=2)[C:13]2[C:8](=[CH:9][CH:10]=[CH:11][CH:12]=2)[CH2:7][CH2:6]1.